From a dataset of Forward reaction prediction with 1.9M reactions from USPTO patents (1976-2016). Predict the product of the given reaction. (1) Given the reactants [ClH:1].Cl[C:3]([N:22]([CH3:24])[CH3:23])=[N:4][C:5]1[N:6]([C:12]2[CH:17]=[CH:16][C:15]([S:18]([CH3:21])(=[O:20])=[O:19])=[CH:14][CH:13]=2)[N:7]=[CH:8][C:9]=1[C:10]#[N:11], predict the reaction product. The product is: [Cl:1][C:10]1[N:11]=[C:3]([N:22]([CH3:24])[CH3:23])[N:4]=[C:5]2[N:6]([C:12]3[CH:17]=[CH:16][C:15]([S:18]([CH3:21])(=[O:20])=[O:19])=[CH:14][CH:13]=3)[N:7]=[CH:8][C:9]=12. (2) Given the reactants [CH2:1]([C@H:6]1[CH2:8][C@@H:7]1[CH2:9][C:10]#[C:11][CH2:12][OH:13])[CH2:2][CH2:3][CH2:4][CH3:5].C([C@H]1C[C@@H]1C/C=C\CO)CCCC.C([C@@H]1C[C@H]1CC#CCO)CCCC, predict the reaction product. The product is: [CH2:1]([C@@H:6]1[CH2:8][C@H:7]1[CH2:9]/[CH:10]=[CH:11]\[CH2:12][OH:13])[CH2:2][CH2:3][CH2:4][CH3:5]. (3) Given the reactants [CH2:1]([NH:4][C:5]1[CH:10]=[CH:9][CH:8]=[CH:7][CH:6]=1)[CH:2]=[CH2:3].N1C=CC=CC=1.Cl[C:18]([O:20][CH2:21][C:22]1[CH:27]=[CH:26][CH:25]=[CH:24][CH:23]=1)=[O:19].Cl, predict the reaction product. The product is: [CH2:1]([N:4]([C:18]([O:20][CH2:21][C:22]1[CH:27]=[CH:26][CH:25]=[CH:24][CH:23]=1)=[O:19])[C:5]1[CH:10]=[CH:9][CH:8]=[CH:7][CH:6]=1)[CH:2]=[CH2:3]. (4) Given the reactants [CH:1]([C:4]1[N:8]=[C:7]([CH:9]2[CH2:14][CH2:13][NH:12][CH2:11][CH2:10]2)[O:6][N:5]=1)([CH3:3])[CH3:2].C1(C)C=CC=CC=1.C(=O)([O-])[O-].[K+].[K+].[Br:28][C:29]1[CH:30]=[N:31][C:32](Cl)=[C:33]([CH:36]=1)[C:34]#[N:35], predict the reaction product. The product is: [Br:28][C:29]1[CH:30]=[N:31][C:32]([N:12]2[CH2:13][CH2:14][CH:9]([C:7]3[O:6][N:5]=[C:4]([CH:1]([CH3:3])[CH3:2])[N:8]=3)[CH2:10][CH2:11]2)=[C:33]([CH:36]=1)[C:34]#[N:35].